From a dataset of Peptide-MHC class I binding affinity with 185,985 pairs from IEDB/IMGT. Regression. Given a peptide amino acid sequence and an MHC pseudo amino acid sequence, predict their binding affinity value. This is MHC class I binding data. (1) The peptide sequence is MTLLCLIPTA. The MHC is HLA-A02:06 with pseudo-sequence HLA-A02:06. The binding affinity (normalized) is 0.746. (2) The MHC is Patr-B0101 with pseudo-sequence Patr-B0101. The peptide sequence is YTGDKDSVI. The binding affinity (normalized) is 0.523. (3) The peptide sequence is CSKILDLCY. The MHC is HLA-A01:01 with pseudo-sequence HLA-A01:01. The binding affinity (normalized) is 0.633. (4) The peptide sequence is KLHRYIDSM. The MHC is HLA-A25:01 with pseudo-sequence HLA-A25:01. The binding affinity (normalized) is 0.0847. (5) The peptide sequence is KFKRKLMYV. The MHC is HLA-A25:01 with pseudo-sequence HLA-A25:01. The binding affinity (normalized) is 0.0847. (6) The peptide sequence is LILLECFVR. The MHC is H-2-Db with pseudo-sequence H-2-Db. The binding affinity (normalized) is 0. (7) The peptide sequence is DIAEHGAYY. The MHC is HLA-B44:02 with pseudo-sequence HLA-B44:02. The binding affinity (normalized) is 0.0847. (8) The peptide sequence is LVSDYCNVLNKEFT. The MHC is HLA-A30:02 with pseudo-sequence HLA-A30:02. The binding affinity (normalized) is 0. (9) The peptide sequence is YISRDELWAR. The MHC is HLA-A11:01 with pseudo-sequence HLA-A11:01. The binding affinity (normalized) is 0.383.